Dataset: Reaction yield outcomes from USPTO patents with 853,638 reactions. Task: Predict the reaction yield, written as a fraction of the theoretical maximum amount of product (1.0 means a 100% yield; for example, 0.34 means a 34% yield). (1) The product is [N:2]1([CH:8]([C:12]2[CH:17]=[CH:16][C:15]([CH3:18])=[CH:14][CH:13]=2)[C:9]([O:11][C@@H:46]2[CH:47]3[CH2:50][CH2:51][N:44]([CH2:49][CH2:48]3)[CH2:45]2)=[O:10])[CH2:3][CH2:4][CH2:5][CH2:6][CH2:7]1. The yield is 0.550. The catalyst is C1COCC1. The reactants are Cl.[N:2]1([CH:8]([C:12]2[CH:17]=[CH:16][C:15]([CH3:18])=[CH:14][CH:13]=2)[C:9]([OH:11])=[O:10])[CH2:7][CH2:6][CH2:5][CH2:4][CH2:3]1.C1CCC(N=C=NC2CCCCC2)CC1.C1C=CC2N(O)N=NC=2C=1.[N:44]12[CH2:51][CH2:50][CH:47]([CH2:48][CH2:49]1)[C@@H:46](O)[CH2:45]2. (2) The reactants are C(=O)([O-])[O-].[Cs+].[Cs+].[CH3:7][C:8]1[C:16]2[C:11](=[N:12][CH:13]=[N:14][C:15]=2[NH2:17])[NH:10][N:9]=1.[Cl:18][C:19]1[C:24]([C:25]#[N:26])=[C:23]([N:27]2[CH2:30][CH:29]([O:31][CH3:32])[CH2:28]2)[C:22]([O:33][CH2:34][CH3:35])=[C:21]([CH:36](Cl)[CH3:37])[CH:20]=1.CN(C)C=O. The catalyst is CCOC(C)=O. The product is [NH2:17][C:15]1[N:14]=[CH:13][N:12]=[C:11]2[N:10]([CH:36]([C:21]3[CH:20]=[C:19]([Cl:18])[C:24]([C:25]#[N:26])=[C:23]([N:27]4[CH2:30][CH:29]([O:31][CH3:32])[CH2:28]4)[C:22]=3[O:33][CH2:34][CH3:35])[CH3:37])[N:9]=[C:8]([CH3:7])[C:16]=12. The yield is 0.200. (3) The reactants are [CH2:1]([O:3][CH:4]([O:32][CH2:33][CH3:34])[CH2:5][N:6]1[C:14]2[C:9](=[CH:10][CH:11]=[CH:12][CH:13]=2)[C:8]([CH2:27][C:28](O)=[O:29])([NH:15][C:16]([NH:18][C:19]2[CH:24]=[CH:23][C:22]([CH2:25][OH:26])=[CH:21][CH:20]=2)=[O:17])[C:7]1=[O:31])[CH3:2].Cl.C(N=C=NCCCN(C)C)C.[NH2:47][C:48]1[CH:53]=[CH:52][C:51]([CH3:54])=[CH:50][CH:49]=1. The catalyst is ClCCl. The product is [CH2:1]([O:3][CH:4]([O:32][CH2:33][CH3:34])[CH2:5][N:6]1[C:14]2[C:9](=[CH:10][CH:11]=[CH:12][CH:13]=2)[C:8]([NH:15][C:16]([NH:18][C:19]2[CH:24]=[CH:23][C:22]([CH2:25][OH:26])=[CH:21][CH:20]=2)=[O:17])([CH2:27][C:28]([NH:47][C:48]2[CH:53]=[CH:52][C:51]([CH3:54])=[CH:50][CH:49]=2)=[O:29])[C:7]1=[O:31])[CH3:2]. The yield is 0.800. (4) The reactants are C([O-])([O-])=O.[K+].[K+].Br[CH2:8][CH2:9][CH2:10][Cl:11].[C:12]([NH:16][C:17]([CH3:20])([CH3:19])[CH3:18])([CH3:15])([CH3:14])[CH3:13]. The catalyst is C1CCCCC1. The product is [C:12]([N:16]([CH2:8][CH2:9][CH2:10][Cl:11])[C:17]([CH3:20])([CH3:19])[CH3:18])([CH3:15])([CH3:14])[CH3:13]. The yield is 0.510.